Predict which catalyst facilitates the given reaction. From a dataset of Catalyst prediction with 721,799 reactions and 888 catalyst types from USPTO. (1) Reactant: [CH2:1]([NH:8][C:9]1[CH:14]=[C:13]([NH:15][C:16]2[CH:21]=[CH:20][C:19]([NH:22][C:23]([CH:25]3[CH2:30][CH2:29][CH2:28][N:27](C(OC(C)(C)C)=O)[CH2:26]3)=[O:24])=[CH:18][CH:17]=2)[N:12]=[CH:11][C:10]=1[CH2:38][C:39]([NH2:41])=[O:40])[C:2]1[CH:7]=[CH:6][CH:5]=[CH:4][CH:3]=1.C(NC1C=C(NC2C=CC(NC(C3CN(C(OC(C)(C)C)=O)C=CC=3)=O)=CC=2)N=CC=1CC(N)=O)C1C=CC=CC=1.[ClH:83].C(OCC)(=O)C. Product: [ClH:83].[CH2:1]([NH:8][C:9]1[CH:14]=[C:13]([NH:15][C:16]2[CH:17]=[CH:18][C:19]([NH:22][C:23]([CH:25]3[CH2:30][CH2:29][CH2:28][NH:27][CH2:26]3)=[O:24])=[CH:20][CH:21]=2)[N:12]=[CH:11][C:10]=1[CH2:38][C:39]([NH2:41])=[O:40])[C:2]1[CH:3]=[CH:4][CH:5]=[CH:6][CH:7]=1. The catalyst class is: 5. (2) Reactant: Br[CH2:2][C:3]1[S:11][C:10]2[C:9]([N:12]3[CH2:17][CH2:16][O:15][CH2:14][CH2:13]3)=[N:8][C:7]([Cl:18])=[N:6][C:5]=2[CH:4]=1.[C:19]([O:23][C:24]([N:26]1[CH2:33][CH:32]2[CH:28]([CH2:29][NH:30][CH2:31]2)[CH2:27]1)=[O:25])([CH3:22])([CH3:21])[CH3:20].C(=O)([O-])[O-].[K+].[K+]. Product: [C:19]([O:23][C:24]([N:26]1[CH2:27][CH:28]2[CH:32]([CH2:31][N:30]([CH2:2][C:3]3[S:11][C:10]4[C:9]([N:12]5[CH2:17][CH2:16][O:15][CH2:14][CH2:13]5)=[N:8][C:7]([Cl:18])=[N:6][C:5]=4[CH:4]=3)[CH2:29]2)[CH2:33]1)=[O:25])([CH3:22])([CH3:20])[CH3:21]. The catalyst class is: 303. (3) Reactant: C(N(C(C)C)CC)(C)C.Cl.[NH2:11][CH2:12][C@@H:13]([C:36](OC)=[O:37])[NH:14][C:15](=[O:35])[C:16]1[C:21]([Cl:22])=[CH:20][C:19]([C:23]([NH:25][CH2:26][C:27]2[CH:32]=[CH:31][CH:30]=[C:29]([OH:33])[CH:28]=2)=[O:24])=[CH:18][C:17]=1[Cl:34].[Cl:40][C:41]1[CH:42]=[C:43]([CH:47]=[CH:48][CH:49]=1)[C:44](O)=[O:45].CN(C([O:57]N1N=NC2C=CC=CC1=2)=[N+](C)C)C.F[P-](F)(F)(F)(F)F.C1C=CC2N(O)N=NC=2C=1.O.[OH-].[Li+]. Product: [Cl:40][C:41]1[CH:42]=[C:43]([CH:47]=[CH:48][CH:49]=1)[C:44]([NH:11][CH2:12][C@@H:13]([C:36]([OH:57])=[O:37])[NH:14][C:15](=[O:35])[C:16]1[C:21]([Cl:22])=[CH:20][C:19]([C:23]([NH:25][CH2:26][C:27]2[CH:32]=[CH:31][CH:30]=[C:29]([OH:33])[CH:28]=2)=[O:24])=[CH:18][C:17]=1[Cl:34])=[O:45]. The catalyst class is: 9. (4) Reactant: [H-].[Na+].C([O:5][C:6](=O)[CH2:7][NH:8][C:9](=[O:34])[CH2:10][C:11]1[N:15]([C:16]([O:18][C:19]([CH3:22])([CH3:21])[CH3:20])=[O:17])[C:14]2[CH:23]=[C:24]([N:28]3[CH2:33][CH2:32][O:31][CH2:30][CH2:29]3)[CH:25]=[C:26]([CH3:27])[C:13]=2[N:12]=1)C.C(OCC)(=O)C.[Cl-].[NH4+]. Product: [OH:5][C:6]1[CH2:7][NH:8][C:9](=[O:34])[C:10]=1[C:11]1[N:15]([C:16]([O:18][C:19]([CH3:21])([CH3:20])[CH3:22])=[O:17])[C:14]2[CH:23]=[C:24]([N:28]3[CH2:29][CH2:30][O:31][CH2:32][CH2:33]3)[CH:25]=[C:26]([CH3:27])[C:13]=2[N:12]=1. The catalyst class is: 359.